From a dataset of Forward reaction prediction with 1.9M reactions from USPTO patents (1976-2016). Predict the product of the given reaction. (1) Given the reactants [C:1]([NH:5][C:6]([C:8]1[C:16]2[C:11](=[N:12][CH:13]=[C:14]([C:17]3[C:25]4[C:20](=[CH:21][CH:22]=[C:23]([O:26][CH:27]([F:29])[F:28])[CH:24]=4)[N:19]([CH2:30][C:31]4[CH:32]=[N:33][N:34]([CH3:36])[CH:35]=4)[N:18]=3)[N:15]=2)[N:10](COCC[Si](C)(C)C)[CH:9]=1)=[O:7])([CH3:4])([CH3:3])[CH3:2].FC(F)(F)C(O)=O.C(N)CN, predict the reaction product. The product is: [C:1]([NH:5][C:6]([C:8]1[C:16]2[C:11](=[N:12][CH:13]=[C:14]([C:17]3[C:25]4[C:20](=[CH:21][CH:22]=[C:23]([O:26][CH:27]([F:28])[F:29])[CH:24]=4)[N:19]([CH2:30][C:31]4[CH:32]=[N:33][N:34]([CH3:36])[CH:35]=4)[N:18]=3)[N:15]=2)[NH:10][CH:9]=1)=[O:7])([CH3:4])([CH3:3])[CH3:2]. (2) Given the reactants [CH:1]1([C:6]([N:8]2[CH2:13][CH2:12][C:11](B3OC(C)(C)C(C)(C)O3)=[CH:10][CH2:9]2)=[O:7])[CH2:5][CH2:4][CH2:3][CH2:2]1.I[C:24]1[C:32]2[C:27](=[N:28][CH:29]=[C:30]([N+:37]([O-:39])=[O:38])[C:31]=2[C:33]([F:36])([F:35])[F:34])[N:26]([CH3:40])[CH:25]=1.[O-]P([O-])([O-])=O.[K+].[K+].[K+], predict the reaction product. The product is: [CH:1]1([C:6]([N:8]2[CH2:13][CH2:12][C:11]([C:24]3[C:32]4[C:27](=[N:28][CH:29]=[C:30]([N+:37]([O-:39])=[O:38])[C:31]=4[C:33]([F:34])([F:35])[F:36])[N:26]([CH3:40])[CH:25]=3)=[CH:10][CH2:9]2)=[O:7])[CH2:2][CH2:3][CH2:4][CH2:5]1.